Dataset: Catalyst prediction with 721,799 reactions and 888 catalyst types from USPTO. Task: Predict which catalyst facilitates the given reaction. (1) Reactant: Cl[C:2]1[N:3]=[C:4]([N:12]2[CH2:17][CH2:16][O:15][CH2:14][CH2:13]2)[C:5]2[O:11][CH2:10][CH2:9][O:8][C:6]=2[N:7]=1.CC1(C)C(C)(C)OB([C:26]2[CH:27]=[N:28][C:29]([NH2:32])=[N:30][CH:31]=2)O1.C(Cl)Cl.C(=O)([O-])[O-].[Cs+].[Cs+]. Product: [O:15]1[CH2:16][CH2:17][N:12]([C:4]2[C:5]3[O:11][CH2:10][CH2:9][O:8][C:6]=3[N:7]=[C:2]([C:26]3[CH:27]=[N:28][C:29]([NH2:32])=[N:30][CH:31]=3)[N:3]=2)[CH2:13][CH2:14]1. The catalyst class is: 38. (2) Reactant: [F:1][C:2]1[CH:3]=[C:4]([C:18]2[CH:23]=[CH:22][CH:21]=[CH:20][C:19]=2[OH:24])[CH:5]=[CH:6][C:7]=1[C:8]([O:10][CH2:11][C:12]1[CH:17]=[CH:16][CH:15]=[CH:14][CH:13]=1)=[O:9].C(=O)([O-])[O-].[Cs+].[Cs+].Br[CH2:32][C:33]([CH3:42])([CH3:41])[C:34]([O:36][C:37]([CH3:40])([CH3:39])[CH3:38])=[O:35]. Product: [C:37]([O:36][C:34](=[O:35])[C:33]([CH3:42])([CH3:41])[CH2:32][O:24][C:19]1[CH:20]=[CH:21][CH:22]=[CH:23][C:18]=1[C:4]1[CH:5]=[CH:6][C:7]([C:8]([O:10][CH2:11][C:12]2[CH:17]=[CH:16][CH:15]=[CH:14][CH:13]=2)=[O:9])=[C:2]([F:1])[CH:3]=1)([CH3:40])([CH3:39])[CH3:38]. The catalyst class is: 9. (3) Reactant: [Br:1][C:2]1[CH:11]=[CH:10][C:9]([F:12])=[CH:8][C:3]=1[NH:4][CH:5]([CH3:7])[CH3:6].CCN(C(C)C)C(C)C.[CH:22]1([C:25](Cl)=[O:26])[CH2:24][CH2:23]1.O. Product: [Br:1][C:2]1[CH:11]=[CH:10][C:9]([F:12])=[CH:8][C:3]=1[N:4]([CH:5]([CH3:7])[CH3:6])[C:25]([CH:22]1[CH2:24][CH2:23]1)=[O:26]. The catalyst class is: 2. (4) Reactant: [Cl:1][C:2]1[CH:7]=[CH:6][C:5]([C:8]23[NH:20][CH2:19][CH2:18][N:9]2[C:10](=[O:17])[C:11]2[N:12]([CH:14]=[CH:15][CH:16]=2)[CH2:13]3)=[CH:4][CH:3]=1.[Br:21]N1C(=O)CCC1=O. Product: [Br:21][C:15]1[CH:16]=[C:11]2[C:10](=[O:17])[N:9]3[CH2:18][CH2:19][NH:20][C:8]3([C:5]3[CH:6]=[CH:7][C:2]([Cl:1])=[CH:3][CH:4]=3)[CH2:13][N:12]2[CH:14]=1.[Br:21][C:14]1[N:12]2[CH2:13][C:8]3([C:5]4[CH:6]=[CH:7][C:2]([Cl:1])=[CH:3][CH:4]=4)[NH:20][CH2:19][CH2:18][N:9]3[C:10](=[O:17])[C:11]2=[CH:16][CH:15]=1. The catalyst class is: 1. (5) Reactant: I[C:2]1[C:10]2[C:5](=[N:6][CH:7]=[N:8][C:9]=2[NH2:11])[N:4]([C@H:12]2[CH2:17][CH2:16][C@@H:15]([N:18]3[CH2:23][CH2:22][N:21]([CH3:24])[CH2:20][CH2:19]3)[CH2:14][CH2:13]2)[N:3]=1.CC1(C)C(C)(C)OB([C:33]2[CH:38]=[CH:37][C:36]([NH:39][C:40]3[N:44]([CH3:45])[C:43]4[CH:46]=[CH:47][CH:48]=[CH:49][C:42]=4[N:41]=3)=[CH:35][CH:34]=2)O1.C(=O)([O-])[O-].[Na+].[Na+]. Product: [CH3:45][N:44]1[C:43]2[CH:46]=[CH:47][CH:48]=[CH:49][C:42]=2[N:41]=[C:40]1[NH:39][C:36]1[CH:37]=[CH:38][C:33]([C:2]2[C:10]3[C:5](=[N:6][CH:7]=[N:8][C:9]=3[NH2:11])[N:4]([C@H:12]3[CH2:17][CH2:16][C@@H:15]([N:18]4[CH2:23][CH2:22][N:21]([CH3:24])[CH2:20][CH2:19]4)[CH2:14][CH2:13]3)[N:3]=2)=[CH:34][CH:35]=1. The catalyst class is: 659.